The task is: Binary Classification. Given a miRNA mature sequence and a target amino acid sequence, predict their likelihood of interaction.. This data is from Experimentally validated miRNA-target interactions with 360,000+ pairs, plus equal number of negative samples. The miRNA is hsa-miR-4531 with sequence AUGGAGAAGGCUUCUGA. The protein sequence of the target gene is MENELPVPHTSSSACATSSTSGASSSSGCNNSSSGGSGRPTGPQISVYSGIPDRQTVQVIQQALHRQPSTAAQYLQQMYAAQQQHLMLQTAALQQQHLSSAQLQSLAAVQQASLVSNRQGSTSGSNVSAQAPAQSSSINLAASPAAAQLLNRAQSVNSAAASGIAQQAVLLGNTSSPALTASQAQMYLRAQMLIFTPTATVATVQPELGTGSPARPPTPAQVQNLTLRTQQTPAAAASGPTPTQPVLPSLALKPTPGGSQPLPTPAQSRNTAQASPAGAKPGIADSVMEPHKKGDGNSSV.... Result: 1 (interaction).